Predict which catalyst facilitates the given reaction. From a dataset of Catalyst prediction with 721,799 reactions and 888 catalyst types from USPTO. (1) Reactant: [CH3:1][C:2]1[CH:7]=[C:6]([C:8]([N:10]2[CH2:19][C:18]3[CH:17]=[N:16][N:15]([CH3:20])[C:14]=3[NH:13][C:12]3[CH:21]=[CH:22][CH:23]=[CH:24][C:11]2=3)=[O:9])[CH:5]=[CH:4][C:3]=1[CH2:25][CH2:26][C:27]([N:29]1[CH2:34][CH2:33][C:32](=O)[CH2:31][CH2:30]1)=[O:28].[N:36]1([CH2:42][CH2:43][NH2:44])[CH2:41][CH2:40][O:39][CH2:38][CH2:37]1.C(O[BH-](OC(=O)C)OC(=O)C)(=O)C.[Na+]. The catalyst class is: 825. Product: [CH3:1][C:2]1[CH:7]=[C:6]([C:8]([N:10]2[CH2:19][C:18]3[CH:17]=[N:16][N:15]([CH3:20])[C:14]=3[NH:13][C:12]3[CH:21]=[CH:22][CH:23]=[CH:24][C:11]2=3)=[O:9])[CH:5]=[CH:4][C:3]=1[CH2:25][CH2:26][C:27]([N:29]1[CH2:34][CH2:33][CH:32]([NH:44][CH2:43][CH2:42][N:36]2[CH2:41][CH2:40][O:39][CH2:38][CH2:37]2)[CH2:31][CH2:30]1)=[O:28]. (2) Reactant: [Cl:1][C:2]1[CH:3]=[CH:4][C:5]([OH:25])=[C:6]([C:8]2[CH:13]=[CH:12][CH:11]=[CH:10][C:9]=2[C:14]2[N:19]=[C:18]([C:20]([O:22][CH2:23][CH3:24])=[O:21])[CH:17]=[CH:16][CH:15]=2)[CH:7]=1.C(=O)([O-])[O-].[K+].[K+].Br[CH2:33][CH:34]([CH2:37][CH3:38])[CH2:35][CH3:36]. Product: [Cl:1][C:2]1[CH:3]=[CH:4][C:5]([O:25][CH2:33][CH:34]([CH2:37][CH3:38])[CH2:35][CH3:36])=[C:6]([C:8]2[CH:13]=[CH:12][CH:11]=[CH:10][C:9]=2[C:14]2[N:19]=[C:18]([C:20]([O:22][CH2:23][CH3:24])=[O:21])[CH:17]=[CH:16][CH:15]=2)[CH:7]=1. The catalyst class is: 3. (3) Reactant: [I:1][C:2]1[CH:3]=[C:4]2[C:8](=[CH:9][CH:10]=1)[NH:7][N:6]=[CH:5]2.[H-].[Na+].Cl[CH2:14][O:15][CH2:16][CH2:17][Si:18]([CH3:21])([CH3:20])[CH3:19]. Product: [I:1][C:2]1[CH:3]=[C:4]2[C:8](=[CH:9][CH:10]=1)[N:7]([CH2:14][O:15][CH2:16][CH2:17][Si:18]([CH3:21])([CH3:20])[CH3:19])[N:6]=[CH:5]2. The catalyst class is: 7. (4) Reactant: [OH:1][CH2:2][C:3]([CH3:7])([CH2:5][OH:6])[CH3:4].[C:8](Cl)(=[O:15])[C:9]1[CH:14]=[CH:13][CH:12]=[CH:11][CH:10]=1.N1C=CC=CC=1. Product: [C:8]([O:1][CH2:2][C:3]([CH3:7])([CH3:4])[CH2:5][OH:6])(=[O:15])[C:9]1[CH:14]=[CH:13][CH:12]=[CH:11][CH:10]=1. The catalyst class is: 154. (5) Reactant: [ClH:1].[N:2]1[CH:7]=[CH:6][CH:5]=[CH:4][C:3]=1[N:8]1[CH2:13][CH2:12][N:11]([CH2:14][C:15]2[NH:19][C:18]3[CH:20]=[CH:21][CH:22]=[CH:23][C:17]=3[N:16]=2)[CH2:10][CH2:9]1. Product: [ClH:1].[ClH:1].[ClH:1].[N:2]1[CH:7]=[CH:6][CH:5]=[CH:4][C:3]=1[N:8]1[CH2:9][CH2:10][N:11]([CH2:14][C:15]2[NH:16][C:17]3[CH:23]=[CH:22][CH:21]=[CH:20][C:18]=3[N:19]=2)[CH2:12][CH2:13]1. The catalyst class is: 32. (6) Reactant: N1C=CC=C[CH:2]=1.Cl.C[O:9][C:10]1[C:15]([N+:16]([O-:18])=[O:17])=[CH:14][C:13]([CH2:19][CH2:20][C:21]([OH:23])=[O:22])=[CH:12][C:11]=1[C:24]1[CH:33]=[CH:32][C:31]2[C:26](=[CH:27][CH:28]=[CH:29][CH:30]=2)[CH:25]=1.S(Cl)(Cl)=O. Product: [OH:9][C:10]1[C:15]([N+:16]([O-:18])=[O:17])=[CH:14][C:13]([CH2:19][CH2:20][C:21]([O:23][CH3:2])=[O:22])=[CH:12][C:11]=1[C:24]1[CH:33]=[CH:32][C:31]2[C:26](=[CH:27][CH:28]=[CH:29][CH:30]=2)[CH:25]=1. The catalyst class is: 5. (7) Reactant: Cl[C:2]1[N:11]=[CH:10][CH:9]=[C:8]2[C:3]=1[CH:4]=[C:5]([C:27]1[CH:32]=[CH:31][CH:30]=[CH:29][CH:28]=1)[C:6]([C:12]1[CH:26]=[CH:25][C:15]([CH2:16][NH:17][C:18](=[O:24])[O:19][C:20]([CH3:23])([CH3:22])[CH3:21])=[CH:14][CH:13]=1)=[N:7]2.[NH2:33][NH2:34]. Product: [NH:33]([C:2]1[N:11]=[CH:10][CH:9]=[C:8]2[C:3]=1[CH:4]=[C:5]([C:27]1[CH:32]=[CH:31][CH:30]=[CH:29][CH:28]=1)[C:6]([C:12]1[CH:26]=[CH:25][C:15]([CH2:16][NH:17][C:18](=[O:24])[O:19][C:20]([CH3:23])([CH3:22])[CH3:21])=[CH:14][CH:13]=1)=[N:7]2)[NH2:34]. The catalyst class is: 12. (8) Reactant: [H-].[Na+].[NH:3]1[CH:7]=[CH:6][N:5]=[CH:4]1.[Cl:8][C:9]1[CH:10]=[C:11]([C:17]2[CH:21]=[CH:20][N:19]([CH2:22][C@@H:23]([NH:25][C:26]([C:28]3[N:29]=[C:30]([CH2:33]Cl)[O:31][CH:32]=3)=[O:27])[CH3:24])[N:18]=2)[CH:12]=[CH:13][C:14]=1[C:15]#[N:16]. Product: [N:3]1([CH2:33][C:30]2[O:31][CH:32]=[C:28]([C:26]([NH:25][CH:23]([CH3:24])[CH2:22][N:19]3[CH:20]=[CH:21][C:17]([C:11]4[CH:12]=[CH:13][C:14]([C:15]#[N:16])=[C:9]([Cl:8])[CH:10]=4)=[N:18]3)=[O:27])[N:29]=2)[CH:7]=[CH:6][N:5]=[CH:4]1. The catalyst class is: 3. (9) Reactant: [Al+3].[Cl-].[Cl-].[Cl-].C[O:6][C:7]1[CH:12]=[CH:11][C:10]([C:13]([C:15]2[CH:24]=[CH:23][C:18]([C:19]([O:21][CH3:22])=[O:20])=[CH:17][CH:16]=2)=[O:14])=[CH:9][CH:8]=1. Product: [OH:6][C:7]1[CH:8]=[CH:9][C:10]([C:13]([C:15]2[CH:16]=[CH:17][C:18]([C:19]([O:21][CH3:22])=[O:20])=[CH:23][CH:24]=2)=[O:14])=[CH:11][CH:12]=1. The catalyst class is: 11.